From a dataset of Forward reaction prediction with 1.9M reactions from USPTO patents (1976-2016). Predict the product of the given reaction. (1) Given the reactants CCN(CC)CC.F[B-](F)(F)F.[N:13]1(OC(N(C)C)=[N+](C)C)C2C=CC=CC=2N=[N:14]1.[C:30]([O:34][C:35]([N:37]1[CH2:44][CH2:43][C@:42]2([CH3:47])[C@H:45]([CH3:46])[C@H:38]1[CH2:39][C:40]1[CH:51]=[CH:50][C:49]([C:52](O)=[O:53])=[CH:48][C:41]=12)=[O:36])([CH3:33])([CH3:32])[CH3:31].O.NN, predict the reaction product. The product is: [C:30]([O:34][C:35]([N:37]1[CH2:44][CH2:43][C@:42]2([CH3:47])[C@H:45]([CH3:46])[C@H:38]1[CH2:39][C:40]1[CH:51]=[CH:50][C:49]([C:52]([NH:13][NH2:14])=[O:53])=[CH:48][C:41]=12)=[O:36])([CH3:32])([CH3:31])[CH3:33]. (2) Given the reactants [C:1]([O:10][CH3:11])(=[O:9])[C:2]1[C:3](=[CH:5][CH:6]=[CH:7][CH:8]=1)[OH:4].[Br:12]Br.O, predict the reaction product. The product is: [Br:12][C:7]1[CH:8]=[C:2]([C:1]([O:10][CH3:11])=[O:9])[C:3]([OH:4])=[CH:5][CH:6]=1. (3) Given the reactants [CH3:1][C:2]1[C:10]2[C:9](=[O:11])[N:8]([CH3:12])[C:7](=[O:13])[N:6]([CH3:14])[C:5]=2[NH:4][N:3]=1.[CH3:15]OS(OC)(=O)=O, predict the reaction product. The product is: [CH3:15][N:3]1[C:2]([CH3:1])=[C:10]2[C:5]([N:6]([CH3:14])[C:7](=[O:13])[N:8]([CH3:12])[C:9]2=[O:11])=[N:4]1. (4) Given the reactants [C:1]1(P(C2C=CC=CC=2)C2C=CC=CC=2)[CH:6]=CC=C[CH:2]=1.[CH3:20][Si:21]([CH3:52])([CH3:51])[CH2:22][CH2:23][O:24][CH2:25][N:26]1[C:30]2[CH:31]=[CH:32][CH:33]=[CH:34][C:29]=2[N:28]=[C:27]1[C:35]1[O:36][C:37]2[CH:43]=[C:42]([C:44]3[CH:45]=[C:46]([OH:50])[CH:47]=[N:48][CH:49]=3)[CH:41]=[CH:40][C:38]=2[N:39]=1.C(O)(C)C.N(C(OC(C)C)=O)=NC(OC(C)C)=O, predict the reaction product. The product is: [CH:1]([O:50][C:46]1[CH:45]=[C:44]([C:42]2[CH:41]=[CH:40][C:38]3[N:39]=[C:35]([C:27]4[N:26]([CH2:25][O:24][CH2:23][CH2:22][Si:21]([CH3:52])([CH3:51])[CH3:20])[C:30]5[CH:31]=[CH:32][CH:33]=[CH:34][C:29]=5[N:28]=4)[O:36][C:37]=3[CH:43]=2)[CH:49]=[N:48][CH:47]=1)([CH3:6])[CH3:2]. (5) Given the reactants COCCS(F)(F)([F:11])(CCOC)N.[F:14][C:15]1[CH:41]=[CH:40][C:18]([C:19]([C:33]2[CH:38]=[CH:37][C:36]([F:39])=[CH:35][CH:34]=2)(O)[C:20]([O:22][C@@:23]23[N:30]([CH3:31])[C@@H:27]([CH2:28][CH2:29]2)[CH2:26][CH:25]=[CH:24]3)=[O:21])=[CH:17][CH:16]=1, predict the reaction product. The product is: [C@@:23]12([OH:22])[N:30]([CH3:31])[C@@H:27]([CH2:28][CH2:29]1)[CH2:26][CH:25]=[CH:24]2.[F:11][C:19]([C:33]1[CH:38]=[CH:37][C:36]([F:39])=[CH:35][CH:34]=1)([C:18]1[CH:40]=[CH:41][C:15]([F:14])=[CH:16][CH:17]=1)[C:20]([O-:22])=[O:21].